From a dataset of Catalyst prediction with 721,799 reactions and 888 catalyst types from USPTO. Predict which catalyst facilitates the given reaction. (1) Reactant: [Cl:1][C:2]1[CH:11]=[C:10]2[C:5]([N:6]=[C:7]([N:16]3[CH2:21][CH2:20][N:19]([CH3:22])[CH2:18][CH2:17]3)[C:8]3[N:9]2[CH2:12][CH:13]([CH3:15])[N:14]=3)=[CH:4][CH:3]=1.ClC1C(=O)C(C#N)=C(C#N)C(=O)C=1Cl. Product: [Cl:1][C:2]1[CH:11]=[C:10]2[C:5]([N:6]=[C:7]([N:16]3[CH2:17][CH2:18][N:19]([CH3:22])[CH2:20][CH2:21]3)[C:8]3[N:9]2[CH:12]=[C:13]([CH3:15])[N:14]=3)=[CH:4][CH:3]=1. The catalyst class is: 113. (2) Reactant: [O:1]1[CH2:6][CH2:5][N:4]([C:7]2[N:12]=[CH:11][C:10]([NH2:13])=[CH:9][CH:8]=2)[CH2:3][CH2:2]1.C[Al](C)C.N#N.[NH:20](/[C:24](/[CH3:30])=[CH:25]\[C:26](OC)=[O:27])[C:21]([CH3:23])=O. Product: [CH3:23][C:21]1[N:13]([C:10]2[CH:11]=[N:12][C:7]([N:4]3[CH2:5][CH2:6][O:1][CH2:2][CH2:3]3)=[CH:8][CH:9]=2)[C:26](=[O:27])[CH:25]=[C:24]([CH3:30])[N:20]=1. The catalyst class is: 2. (3) Reactant: Cl[CH2:2][C:3]([NH:5][C:6]1[N:11]=[C:10]2[N:12]([CH2:24][CH3:25])[C:13]([C:15]([N:17]([CH:21]3[CH2:23][CH2:22]3)[CH:18]3[CH2:20][CH2:19]3)=[O:16])=[CH:14][C:9]2=[C:8]2[N:26]([CH3:29])[CH:27]=[N:28][C:7]=12)=O.[C:30]([NH2:33])(=[S:32])[CH3:31]. Product: [CH:18]1([N:17]([CH:21]2[CH2:23][CH2:22]2)[C:15]([C:13]2[N:12]([CH2:24][CH3:25])[C:10]3=[N:11][C:6]([NH:5][C:3]4[N:33]=[C:30]([CH3:31])[S:32][CH:2]=4)=[C:7]4[N:28]=[CH:27][N:26]([CH3:29])[C:8]4=[C:9]3[CH:14]=2)=[O:16])[CH2:20][CH2:19]1. The catalyst class is: 3. (4) Reactant: [CH2:1]([O:8][C:9]([N:11]1[CH2:15][CH:14]([CH2:16][O:17][C:18]2[CH:23]=[CH:22][C:21]([F:24])=[C:20]([F:25])[CH:19]=2)[CH:13]2[N:26]([C:29](=[O:43])[CH:30]([NH:35]C(OC(C)(C)C)=O)[C:31]([CH3:34])([CH3:33])[CH3:32])[CH2:27][CH2:28][CH:12]12)=[O:10])[C:2]1[CH:7]=[CH:6][CH:5]=[CH:4][CH:3]=1.C(O)(C(F)(F)F)=O. Product: [CH2:1]([O:8][C:9]([N:11]1[CH2:15][CH:14]([CH2:16][O:17][C:18]2[CH:23]=[CH:22][C:21]([F:24])=[C:20]([F:25])[CH:19]=2)[CH:13]2[N:26]([C:29](=[O:43])[CH:30]([NH2:35])[C:31]([CH3:32])([CH3:34])[CH3:33])[CH2:27][CH2:28][CH:12]12)=[O:10])[C:2]1[CH:3]=[CH:4][CH:5]=[CH:6][CH:7]=1. The catalyst class is: 2.